This data is from Forward reaction prediction with 1.9M reactions from USPTO patents (1976-2016). The task is: Predict the product of the given reaction. (1) Given the reactants [CH2:1]([N:3]1[C:7]2[N:8]=[C:9]([C:18]3[CH:23]=[CH:22][C:21]([NH:24][C:25]([NH:27][C:28]4[CH:36]=[CH:35][C:31]([C:32](O)=[O:33])=[CH:30][CH:29]=4)=[O:26])=[CH:20][CH:19]=3)[N:10]=[C:11]([N:12]3[CH2:17][CH2:16][O:15][CH2:14][CH2:13]3)[C:6]=2[CH:5]=[CH:4]1)[CH3:2].[CH3:37][O:38][CH2:39][CH2:40][NH2:41], predict the reaction product. The product is: [CH2:1]([N:3]1[C:7]2[N:8]=[C:9]([C:18]3[CH:19]=[CH:20][C:21]([NH:24][C:25]([NH:27][C:28]4[CH:29]=[CH:30][C:31]([C:32]([NH:41][CH2:40][CH2:39][O:38][CH3:37])=[O:33])=[CH:35][CH:36]=4)=[O:26])=[CH:22][CH:23]=3)[N:10]=[C:11]([N:12]3[CH2:17][CH2:16][O:15][CH2:14][CH2:13]3)[C:6]=2[CH:5]=[CH:4]1)[CH3:2]. (2) Given the reactants I([O-])(=O)(=O)=O.[Na+].[N:7]1[CH:12]=[CH:11][CH:10]=[CH:9][C:8]=1[CH2:13][S:14][CH2:15][CH2:16][CH2:17][CH2:18][CH2:19][O:20][C:21]1[CH:26]=[CH:25][C:24]([C@H:27]2[CH2:44][C@@:42]3([CH3:43])[C@@H:38]([CH2:39][CH2:40][C@@H:41]3[OH:45])[C@H:37]3[C@H:28]2[C:29]2[CH:30]=[CH:31][C:32]([OH:46])=[CH:33][C:34]=2[CH2:35][CH2:36]3)=[CH:23][CH:22]=1.I([O-])(=O)(=O)=[O:48], predict the reaction product. The product is: [N:7]1[CH:12]=[CH:11][CH:10]=[CH:9][C:8]=1[CH2:13][S:14]([CH2:15][CH2:16][CH2:17][CH2:18][CH2:19][O:20][C:21]1[CH:22]=[CH:23][C:24]([C@H:27]2[CH2:44][C@@:42]3([CH3:43])[C@@H:38]([CH2:39][CH2:40][C@@H:41]3[OH:45])[C@H:37]3[C@H:28]2[C:29]2[CH:30]=[CH:31][C:32]([OH:46])=[CH:33][C:34]=2[CH2:35][CH2:36]3)=[CH:25][CH:26]=1)=[O:48]. (3) Given the reactants [F:1][C:2]([F:7])([F:6])[C:3]([OH:5])=[O:4].[CH2:8]([N:15]([CH2:17][C:18](=[C:20]1[CH2:25][CH2:24][N:23]([C:26]2[C:35]([O:36][CH3:37])=[C:34]3[C:29]([C:30](=[O:44])[C:31]([C:41]([OH:43])=[O:42])=[CH:32][N:33]3[CH:38]3[CH2:40][CH2:39]3)=[CH:28][C:27]=2[F:45])[CH2:22][CH2:21]1)[Cl:19])C)C1C=CC=CC=1.ClC(OC(Cl)C)=O, predict the reaction product. The product is: [F:1][C:2]([F:7])([F:6])[C:3]([OH:5])=[O:4].[Cl:19][C:18](=[C:20]1[CH2:25][CH2:24][N:23]([C:26]2[C:35]([O:36][CH3:37])=[C:34]3[C:29]([C:30](=[O:44])[C:31]([C:41]([OH:43])=[O:42])=[CH:32][N:33]3[CH:38]3[CH2:40][CH2:39]3)=[CH:28][C:27]=2[F:45])[CH2:22][CH2:21]1)[CH2:17][NH:15][CH3:8]. (4) Given the reactants [C:1]([N:4]1[C@@H:12]([C:13]2[CH:18]=[CH:17][C:16]([OH:19])=[CH:15][CH:14]=2)[C@@H:11]2[C:6]([C:7]3[CH:23]=[C:22]([O:24]C)[CH:21]=[CH:20][C:8]=3[CH2:9][CH2:10]2)=[N:5]1)(=[O:3])[CH3:2].B(Br)(Br)Br.Cl, predict the reaction product. The product is: [C:1]([N:4]1[C@@H:12]([C:13]2[CH:18]=[CH:17][C:16]([OH:19])=[CH:15][CH:14]=2)[C@@H:11]2[C:6]([C:7]3[CH:23]=[C:22]([OH:24])[CH:21]=[CH:20][C:8]=3[CH2:9][CH2:10]2)=[N:5]1)(=[O:3])[CH3:2]. (5) Given the reactants C(OC([N:8]1[CH2:13][CH2:12][CH:11]([CH2:14][N:15]2[CH2:20][CH2:19][CH2:18][CH2:17][CH2:16]2)[CH2:10][CH2:9]1)=O)(C)(C)C.C(O)(C(F)(F)F)=O, predict the reaction product. The product is: [CH2:14]([N:15]1[CH2:20][CH2:19][CH2:18][CH2:17][CH2:16]1)[CH:11]1[CH2:10][CH2:9][NH:8][CH2:13][CH2:12]1.